Dataset: NCI-60 drug combinations with 297,098 pairs across 59 cell lines. Task: Regression. Given two drug SMILES strings and cell line genomic features, predict the synergy score measuring deviation from expected non-interaction effect. Drug 1: C1C(C(OC1N2C=C(C(=O)NC2=O)F)CO)O. Drug 2: CC1CCC2CC(C(=CC=CC=CC(CC(C(=O)C(C(C(=CC(C(=O)CC(OC(=O)C3CCCCN3C(=O)C(=O)C1(O2)O)C(C)CC4CCC(C(C4)OC)OCCO)C)C)O)OC)C)C)C)OC. Cell line: CCRF-CEM. Synergy scores: CSS=41.4, Synergy_ZIP=6.75, Synergy_Bliss=11.9, Synergy_Loewe=-16.1, Synergy_HSA=5.06.